This data is from NCI-60 drug combinations with 297,098 pairs across 59 cell lines. The task is: Regression. Given two drug SMILES strings and cell line genomic features, predict the synergy score measuring deviation from expected non-interaction effect. Drug 1: CC1=C(C=C(C=C1)C(=O)NC2=CC(=CC(=C2)C(F)(F)F)N3C=C(N=C3)C)NC4=NC=CC(=N4)C5=CN=CC=C5. Synergy scores: CSS=-1.70, Synergy_ZIP=4.21, Synergy_Bliss=5.81, Synergy_Loewe=-0.223, Synergy_HSA=0.307. Drug 2: CS(=O)(=O)OCCCCOS(=O)(=O)C. Cell line: M14.